Dataset: Forward reaction prediction with 1.9M reactions from USPTO patents (1976-2016). Task: Predict the product of the given reaction. (1) Given the reactants [Cl:1][C:2]1[CH:7]=[C:6]([F:8])[CH:5]=[CH:4][C:3]=1[CH:9]([C:11]1[N:15]([C:16]2[C:21]([F:22])=[CH:20][C:19]([F:23])=[CH:18][C:17]=2[F:24])[C:14]([CH3:25])=[N:13][CH:12]=1)[OH:10].[Br:26]N1C(=O)CCC1=O.S(=O)(O)[O-].[Na+].C(=O)(O)[O-].[Na+], predict the reaction product. The product is: [Br:26][C:12]1[N:13]=[C:14]([CH3:25])[N:15]([C:16]2[C:17]([F:24])=[CH:18][C:19]([F:23])=[CH:20][C:21]=2[F:22])[C:11]=1[CH:9]([C:3]1[CH:4]=[CH:5][C:6]([F:8])=[CH:7][C:2]=1[Cl:1])[OH:10]. (2) Given the reactants [Br:1][C:2]1[CH:7]=[CH:6][C:5]([S:8](Cl)(=[O:10])=[O:9])=[CH:4][C:3]=1[F:12].[F:13][C:14]1[CH:19]=[CH:18][CH:17]=[CH:16][CH:15]=1, predict the reaction product. The product is: [Br:1][C:2]1[CH:7]=[CH:6][C:5]([S:8]([C:17]2[CH:18]=[CH:19][C:14]([F:13])=[CH:15][CH:16]=2)(=[O:10])=[O:9])=[CH:4][C:3]=1[F:12]. (3) Given the reactants [Na].[CH3:2][C:3]([C:5]1[CH:10]=[CH:9][C:8]([O:11][CH3:12])=[CH:7][CH:6]=1)=[O:4].Cl[C:14]1[N:22]=[C:21]([Cl:23])[CH:20]=[CH:19][C:15]=1[C:16]([OH:18])=[O:17], predict the reaction product. The product is: [Cl:23][C:21]1[CH:20]=[CH:19][C:15]([C:16]([OH:18])=[O:17])=[C:14]([CH2:2][C:3]([C:5]2[CH:10]=[CH:9][C:8]([O:11][CH3:12])=[CH:7][CH:6]=2)=[O:4])[N:22]=1. (4) Given the reactants [CH3:1][O:2][C:3](=[O:19])[CH:4]([C:9]1[CH:14]=[CH:13][C:12]([N+:15]([O-:17])=[O:16])=[CH:11][C:10]=1[Cl:18])C(OC)=O.[Cl-].[Na+].CS(C)=O.O, predict the reaction product. The product is: [CH3:1][O:2][C:3](=[O:19])[CH2:4][C:9]1[CH:14]=[CH:13][C:12]([N+:15]([O-:17])=[O:16])=[CH:11][C:10]=1[Cl:18]. (5) Given the reactants [F:1][C:2]1[CH:11]=[CH:10][C:5]2[N:6]=[C:7]([NH2:9])[S:8][C:4]=2[CH:3]=1.Br[CH2:13][C:14](=O)[C:15]([O:17][CH2:18][CH3:19])=[O:16], predict the reaction product. The product is: [F:1][C:2]1[CH:11]=[CH:10][C:5]2[N:6]3[CH:13]=[C:14]([C:15]([O:17][CH2:18][CH3:19])=[O:16])[N:9]=[C:7]3[S:8][C:4]=2[CH:3]=1. (6) Given the reactants C[CH:2]([N:6]1[C:10]([C:11]2[S:12][C:13]([C:16]3[CH:21]=[CH:20][CH:19]=[C:18]([S:22]([CH3:25])(=[O:24])=[O:23])[CH:17]=3)=[CH:14][CH:15]=2)=[CH:9][C:8]([C:26]([F:29])([F:28])[F:27])=[N:7]1)[C:3]([OH:5])=[O:4].[Cl:30][CH2:31]S(Cl)(=O)=O, predict the reaction product. The product is: [CH3:25][S:22]([C:18]1[CH:17]=[C:16]([C:13]2[S:12][C:11]([C:10]3[N:6]([CH2:2][C:3]([O:5][CH2:31][Cl:30])=[O:4])[N:7]=[C:8]([C:26]([F:29])([F:28])[F:27])[CH:9]=3)=[CH:15][CH:14]=2)[CH:21]=[CH:20][CH:19]=1)(=[O:24])=[O:23]. (7) Given the reactants [CH3:1][CH:2]([CH3:5])[CH2:3][SH:4].[OH-].[K+].Br[C:9]([CH3:23])([CH3:22])[C:10]([NH:12][C:13]1[CH:17]=[C:16]([C:18]([CH3:21])([CH3:20])[CH3:19])[O:15][N:14]=1)=[O:11], predict the reaction product. The product is: [C:18]([C:16]1[O:15][N:14]=[C:13]([NH:12][C:10](=[O:11])[C:9]([S:4][CH2:3][CH:2]([CH3:5])[CH3:1])([CH3:22])[CH3:23])[CH:17]=1)([CH3:21])([CH3:20])[CH3:19].